This data is from Reaction yield outcomes from USPTO patents with 853,638 reactions. The task is: Predict the reaction yield, written as a fraction of the theoretical maximum amount of product (1.0 means a 100% yield; for example, 0.34 means a 34% yield). (1) The reactants are C(OC([NH:8][C@@:9]1([C:33]([O:35]C(C)(C)C)=[O:34])[C@H:14]([CH2:15][S:16][C:17]2[CH:22]=[CH:21][C:20]([F:23])=[C:19]([F:24])[CH:18]=2)[C@@H:13]([OH:25])[C@@H:12]2[C@H:10]1[C@H:11]2[C:26]([O:28]C(C)(C)C)=[O:27])=O)(C)(C)C.[ClH:40]. The catalyst is ClCCl. The product is [ClH:40].[NH2:8][C@@:9]1([C:33]([OH:35])=[O:34])[C@H:14]([CH2:15][S:16][C:17]2[CH:22]=[CH:21][C:20]([F:23])=[C:19]([F:24])[CH:18]=2)[C@@H:13]([OH:25])[C@@H:12]2[C@H:10]1[C@H:11]2[C:26]([OH:28])=[O:27]. The yield is 0.970. (2) The reactants are [OH:1][C:2]1[CH:9]=[C:8]([O:10][CH:11]2[CH2:16][CH2:15][CH2:14][CH2:13][O:12]2)[CH:7]=[C:6]([CH3:17])[C:3]=1[CH:4]=[O:5].N1C=CC=CC=1.[O:24](S(C(F)(F)F)(=O)=O)[S:25]([C:28]([F:31])([F:30])[F:29])(=O)=[O:26]. The catalyst is ClCCl.[Cl-].[Na+].O. The product is [CH:4]([C:3]1[C:6]([CH3:17])=[CH:7][C:8]([O:10][CH:11]2[CH2:16][CH2:15][CH2:14][CH2:13][O:12]2)=[CH:9][C:2]=1[O:1][S:25]([C:28]([F:31])([F:30])[F:29])(=[O:26])=[O:24])=[O:5]. The yield is 0.693.